From a dataset of HIV replication inhibition screening data with 41,000+ compounds from the AIDS Antiviral Screen. Binary Classification. Given a drug SMILES string, predict its activity (active/inactive) in a high-throughput screening assay against a specified biological target. (1) The molecule is O=C(O)C[n+]1ccccc1.[Br-]. The result is 0 (inactive). (2) The molecule is CC1(C)N=[N+]([O-])C1(C)C. The result is 0 (inactive). (3) The compound is O=C1OCC2=C1C(c1ccc(Cl)cc1)c1cc3c(cc1O2)OCO3. The result is 0 (inactive). (4) The drug is COP(=O)(Cc1ccc(C=CC#N)o1)OC. The result is 0 (inactive). (5) The compound is O=[N+]([O-])C(C=NNc1ccccc1)C=NNc1ccccc1. The result is 0 (inactive). (6) The molecule is O=C(CN1CCOCC1)c1ccc2c(c1)oc(=O)n2CCN1CCCCC1. The result is 0 (inactive). (7) The drug is CN(C)P1(=S)NCC(C(C)(C)C)CO1.CN(C)P1(=S)NCC(C(C)(C)C)CO1. The result is 0 (inactive). (8) The compound is CC1CC(=O)C2=CCCC3(SCCCS3)C2C1CO. The result is 0 (inactive). (9) The molecule is C(=NC12CC3CC(CC(C3)C1)C2)C1CCCCC1. The result is 0 (inactive).